From a dataset of HIV replication inhibition screening data with 41,000+ compounds from the AIDS Antiviral Screen. Binary Classification. Given a drug SMILES string, predict its activity (active/inactive) in a high-throughput screening assay against a specified biological target. (1) The molecule is CC(=O)Nc1nc(O)nc(O)c1N(C(C)=O)C(C)=O. The result is 0 (inactive). (2) The drug is Cc1cc2c(cc1C)NC(=O)C(NC(=O)C=Cc1ccccc1)C=N2. The result is 0 (inactive). (3) The molecule is Nc1ccc2nc(-c3ccccn3)c(-c3ccccn3)nc2c1. The result is 0 (inactive). (4) The drug is O=C(O)c1cc(N=Nc2ccc(C=Cc3ccc(N=Nc4ccc(O)c(C(=O)O)c4)cc3S(=O)(=O)O)c(S(=O)(=O)O)c2)ccc1O. The result is 1 (active).